From a dataset of Catalyst prediction with 721,799 reactions and 888 catalyst types from USPTO. Predict which catalyst facilitates the given reaction. (1) Reactant: Cl[C:2]([C:4]1[CH:5]=[C:6]([C:30]#[N:31])[C:7]([N:17]2[CH2:22][CH2:21][CH:20]([C:23]([O:25][C:26]([CH3:29])([CH3:28])[CH3:27])=[O:24])[CH2:19][CH2:18]2)=[N:8][C:9]=1[CH2:10][N:11]1[CH2:15][CH2:14][CH2:13][C:12]1=[O:16])=[O:3].[CH3:32][Mg]Cl. Product: [C:2]([C:4]1[CH:5]=[C:6]([C:30]#[N:31])[C:7]([N:17]2[CH2:22][CH2:21][CH:20]([C:23]([O:25][C:26]([CH3:29])([CH3:28])[CH3:27])=[O:24])[CH2:19][CH2:18]2)=[N:8][C:9]=1[CH2:10][N:11]1[CH2:15][CH2:14][CH2:13][C:12]1=[O:16])(=[O:3])[CH3:32]. The catalyst class is: 1. (2) Reactant: [N:1]1[CH:6]=[CH:5][CH:4]=[CH:3][C:2]=1/[CH:7]=[CH:8]/[C:9]1[C:17]2[C:12](=[CH:13][C:14]([C:18]([C:20]3[CH:28]=[CH:27][CH:26]=[CH:25][C:21]=3[C:22]([OH:24])=[O:23])=[O:19])=[CH:15][CH:16]=2)[N:11](COCC[Si](C)(C)C)[N:10]=1.C(N)CN.CCCC[N+](CCCC)(CCCC)CCCC.[F-].C1COCC1.C(O)(=O)C. Product: [N:1]1[CH:6]=[CH:5][CH:4]=[CH:3][C:2]=1/[CH:7]=[CH:8]/[C:9]1[C:17]2[C:12](=[CH:13][C:14]([C:18]([C:20]3[CH:28]=[CH:27][CH:26]=[CH:25][C:21]=3[C:22]([OH:24])=[O:23])=[O:19])=[CH:15][CH:16]=2)[NH:11][N:10]=1. The catalyst class is: 13. (3) Reactant: Br[C:2]1[CH:10]=[C:9]([C:11]([F:14])([F:13])[F:12])[CH:8]=[C:7]2[C:3]=1[CH:4]=[N:5][NH:6]2.CC1(C)C(C)(C)OB([C:23]2[CH:24]=[N:25][N:26]([CH2:28][C:29]([O:31][CH2:32][CH3:33])=[O:30])[CH:27]=2)O1.[C:35]([O-:38])(O)=[O:36].[Na+]. Product: [C:35]([OH:38])([C:11]([F:14])([F:13])[F:12])=[O:36].[F:12][C:11]([F:14])([F:13])[C:9]1[CH:8]=[C:7]2[C:3]([CH:4]=[N:5][NH:6]2)=[C:2]([C:23]2[CH:24]=[N:25][N:26]([CH2:28][C:29]([O:31][CH2:32][CH3:33])=[O:30])[CH:27]=2)[CH:10]=1. The catalyst class is: 75. (4) Reactant: [ClH:1].Cl.[NH2:3][CH:4]1[CH2:6][CH:5]1[C:7]1[CH:8]=[C:9]([CH:20]=[CH:21][CH:22]=1)[C:10]([NH:12][C:13]1[N:17]([CH3:18])[N:16]=[C:15]([CH3:19])[CH:14]=1)=[O:11].C(=O)([O-])O.[Na+].[C:28]1(=O)[CH2:31][CH2:30][CH2:29]1. Product: [ClH:1].[ClH:1].[CH:28]1([NH:3][C@@H:4]2[CH2:6][C@H:5]2[C:7]2[CH:8]=[C:9]([CH:20]=[CH:21][CH:22]=2)[C:10]([NH:12][C:13]2[N:17]([CH3:18])[N:16]=[C:15]([CH3:19])[CH:14]=2)=[O:11])[CH2:31][CH2:30][CH2:29]1. The catalyst class is: 130. (5) Reactant: [CH3:1][NH:2][C:3]1[CH:8]=[CH:7][C:6]([C:9](=[O:11])[CH3:10])=[CH:5][C:4]=1[N+:12]([O-])=O. Product: [NH2:12][C:4]1[CH:5]=[C:6]([C:9](=[O:11])[CH3:10])[CH:7]=[CH:8][C:3]=1[NH:2][CH3:1]. The catalyst class is: 45. (6) Reactant: Br[C:2]1[CH:3]=[C:4]([NH:10][C:11]2[CH:15]=[C:14]([CH2:16][CH3:17])[N:13]([CH3:18])[N:12]=2)[C:5](=[O:9])[N:6]([CH3:8])[CH:7]=1.[C:19]([O:22][CH2:23][C:24]1[C:25]([N:33]2[N:42]=[CH:41][C:40]3[C:35](=[C:36]([F:47])[CH:37]=[C:38]([C:43]([CH3:46])([CH3:45])[CH3:44])[CH:39]=3)[C:34]2=[O:48])=[N:26][CH:27]=[CH:28][C:29]=1B(O)O)(=[O:21])[CH3:20].[O-]P([O-])([O-])=O.[K+].[K+].[K+].C([O-])(=O)C.[Na+]. Product: [C:19]([O:22][CH2:23][C:24]1[C:25]([N:33]2[N:42]=[CH:41][C:40]3[C:35](=[C:36]([F:47])[CH:37]=[C:38]([C:43]([CH3:45])([CH3:44])[CH3:46])[CH:39]=3)[C:34]2=[O:48])=[N:26][CH:27]=[CH:28][C:29]=1[C:2]1[CH:3]=[C:4]([NH:10][C:11]2[CH:15]=[C:14]([CH2:16][CH3:17])[N:13]([CH3:18])[N:12]=2)[C:5](=[O:9])[N:6]([CH3:8])[CH:7]=1)(=[O:21])[CH3:20]. The catalyst class is: 379.